This data is from Forward reaction prediction with 1.9M reactions from USPTO patents (1976-2016). The task is: Predict the product of the given reaction. (1) The product is: [Si:14]([O:13][CH2:12][C@@H:11]1[CH2:10][N:9]([C@H:21]([C:23]2[CH:28]=[CH:27][CH:26]=[CH:25][CH:24]=2)[CH3:22])[CH2:8][C@@H:7]1[CH2:5][NH:4][CH:1]1[CH2:2][CH2:3]1)([C:17]([CH3:20])([CH3:18])[CH3:19])([CH3:16])[CH3:15]. Given the reactants [CH:1]1([NH:4][C:5]([C@@H:7]2[C@H:11]([CH2:12][O:13][Si:14]([C:17]([CH3:20])([CH3:19])[CH3:18])([CH3:16])[CH3:15])[CH2:10][N:9]([C@H:21]([C:23]3[CH:28]=[CH:27][CH:26]=[CH:25][CH:24]=3)[CH3:22])[CH2:8]2)=O)[CH2:3][CH2:2]1.C(=O)([O-])[O-].[Na+].[Na+], predict the reaction product. (2) Given the reactants [CH2:1]([O:3][C:4]([CH:6]1[CH2:11][CH2:10][CH:9]([C:12]2[CH:13]=[C:14]3[C:19](=[C:20]([C:22]4[CH:27]=[CH:26][CH:25]=[C:24](C#N)[CH:23]=4)[N:21]=2)[N:18]=[CH:17][CH:16]=[CH:15]3)[CH2:8][CH2:7]1)=[O:5])[CH3:2].[CH3:30][O:31]C1C=C(C2N=C(OS(C(F)(F)F)(=O)=O)C=C3C=2N=CC=C3)C=CC=1, predict the reaction product. The product is: [CH2:1]([O:3][C:4]([CH:6]1[CH2:7][CH2:8][CH:9]([C:12]2[CH:13]=[C:14]3[C:19](=[C:20]([C:22]4[CH:27]=[CH:26][CH:25]=[C:24]([O:31][CH3:30])[CH:23]=4)[N:21]=2)[N:18]=[CH:17][CH:16]=[CH:15]3)[CH2:10][CH2:11]1)=[O:5])[CH3:2].